From a dataset of Reaction yield outcomes from USPTO patents with 853,638 reactions. Predict the reaction yield, written as a fraction of the theoretical maximum amount of product (1.0 means a 100% yield; for example, 0.34 means a 34% yield). (1) The catalyst is C(Cl)Cl. The reactants are S1[C:5]([CH:6]=O)=[CH:4][N:3]=[CH:2]1.[NH:8]1[CH:12]=[CH:11][CH:10]=[CH:9]1.[C:13](O)(C(F)(F)F)=O. The product is [CH:6]1[CH:5]=[C:4]([CH2:13][C:12]2[NH:8][CH:9]=[CH:10][CH:11]=2)[NH:3][CH:2]=1. The yield is 0.520. (2) The reactants are [Cl:1][C:2]1[CH:9]=[C:8]([Cl:10])[CH:7]=[CH:6][C:3]=1[CH:4]=O.[CH3:11][C:12]([CH3:14])=[O:13].[OH-].[Na+]. The catalyst is O. The product is [Cl:1][C:2]1[CH:9]=[C:8]([Cl:10])[CH:7]=[CH:6][C:3]=1/[CH:4]=[CH:11]/[C:12](=[O:13])[CH3:14]. The yield is 0.880. (3) The reactants are [CH2:1]([O:8][C:9]1[C:14]([C:15]2[CH:20]=[CH:19][C:18]([CH:21]=[C:22]3[S:26][C:25](=[O:27])[NH:24][C:23]3=[O:28])=[CH:17][CH:16]=2)=[CH:13][C:12]([CH2:29][N:30]([CH3:40])[C:31](=[O:39])[CH2:32][CH2:33][CH2:34][CH2:35][CH2:36][CH2:37][CH3:38])=[CH:11][CH:10]=1)[C:2]1[CH:7]=[CH:6][CH:5]=[CH:4][CH:3]=1.O1CCOCC1.[H][H]. The catalyst is C(N(CC)CC)C. The product is [CH2:1]([O:8][C:9]1[C:14]([C:15]2[CH:20]=[CH:19][C:18]([CH2:21][CH:22]3[S:26][C:25](=[O:27])[NH:24][C:23]3=[O:28])=[CH:17][CH:16]=2)=[CH:13][C:12]([CH2:29][N:30]([CH3:40])[C:31](=[O:39])[CH2:32][CH2:33][CH2:34][CH2:35][CH2:36][CH2:37][CH3:38])=[CH:11][CH:10]=1)[C:2]1[CH:7]=[CH:6][CH:5]=[CH:4][CH:3]=1. The yield is 0.270. (4) The reactants are [NH2:1][C:2]1[S:3][C:4]2[C:9]([N:10]=1)=[CH:8][CH:7]=[C:6]([C:11]1[CH:12]=[C:13]([CH:17]=[CH:18][CH:19]=1)[C:14]([OH:16])=O)[N:5]=2.C(N(CC)C(C)C)(C)C.C[NH3+].F[P-](F)(F)(F)(F)F.N1(OC(N(C)C)=[N+](C)C)C2N=CC=CC=2N=N1.F[P-](F)(F)(F)(F)F.[F:62][C:63]([F:72])([F:71])[C:64]1[CH:65]=[C:66]([CH:68]=[CH:69][CH:70]=1)[NH2:67].[NH4+].[Cl-]. The catalyst is CN(C=O)C. The product is [NH2:1][C:2]1[S:3][C:4]2[C:9]([N:10]=1)=[CH:8][CH:7]=[C:6]([C:11]1[CH:12]=[C:13]([CH:17]=[CH:18][CH:19]=1)[C:14]([NH:67][C:66]1[CH:68]=[CH:69][CH:70]=[C:64]([C:63]([F:62])([F:71])[F:72])[CH:65]=1)=[O:16])[N:5]=2. The yield is 0.670. (5) The reactants are [O:1]([C:8]1[CH:9]=[C:10]([NH:14][CH2:15][C:16]2[CH:21]=[CH:20][CH:19]=[C:18]([O:22][CH:23]([CH3:25])[CH3:24])[CH:17]=2)[CH:11]=[CH:12][CH:13]=1)[C:2]1[CH:7]=[CH:6][CH:5]=[CH:4][CH:3]=1.[F:26][C:27]([F:32])([F:31])[CH:28]1[O:30][CH2:29]1. No catalyst specified. The product is [O:1]([C:8]1[CH:9]=[C:10]([N:14]([CH2:15][C:16]2[CH:21]=[CH:20][CH:19]=[C:18]([O:22][CH:23]([CH3:25])[CH3:24])[CH:17]=2)[CH2:29][CH:28]([OH:30])[C:27]([F:32])([F:31])[F:26])[CH:11]=[CH:12][CH:13]=1)[C:2]1[CH:3]=[CH:4][CH:5]=[CH:6][CH:7]=1. The yield is 0.280. (6) The reactants are [H-].[Na+].C[CH:4]([SH:8])[C:5]([O-:7])=[O:6].[Br:9][C:10]1[CH:11]=[N:12][CH:13]=[C:14](Br)[CH:15]=1.[CH3:17]N(C=O)C. No catalyst specified. The product is [Br:9][C:10]1[CH:15]=[C:14]([S:8][CH2:4][C:5]([O:7][CH3:17])=[O:6])[CH:13]=[N:12][CH:11]=1. The yield is 0.240. (7) The reactants are [Cl:1][C:2]([Cl:18])([Cl:17])[CH2:3][O:4][C:5]([NH:7][C:8]1[CH:9]=[C:10]([CH:14]=[CH:15][CH:16]=1)[C:11](O)=[O:12])=[O:6].S(Cl)([Cl:21])=O. The catalyst is C1(C)C=CC=CC=1. The product is [Cl:1][C:2]([Cl:18])([Cl:17])[CH2:3][O:4][C:5]([NH:7][C:8]1[CH:9]=[C:10]([CH:14]=[CH:15][CH:16]=1)[C:11]([Cl:21])=[O:12])=[O:6]. The yield is 0.950. (8) The reactants are Cl[C:2]1[C:7]([C:8]#[N:9])=[CH:6][CH:5]=[CH:4][N:3]=1.[F:10][C:11]1[CH:12]=[C:13](B(O)O)[CH:14]=[CH:15][CH:16]=1. No catalyst specified. The product is [F:10][C:11]1[CH:16]=[C:15]([C:2]2[N:3]=[CH:4][CH:5]=[CH:6][C:7]=2[C:8]#[N:9])[CH:14]=[CH:13][CH:12]=1. The yield is 0.910.